This data is from Experimentally validated miRNA-target interactions with 360,000+ pairs, plus equal number of negative samples. The task is: Binary Classification. Given a miRNA mature sequence and a target amino acid sequence, predict their likelihood of interaction. (1) The miRNA is hsa-miR-1185-1-3p with sequence AUAUACAGGGGGAGACUCUUAU. The protein sequence of the target gene is MATQVMGQSSGGGSLFNNSGNMGMALPNDMYDLHDLSKAELAAPQLIMLANVALTGEVNGSCCDYLVGEERQMAELMPVGDNHFSDSEGEGLEESAELKGDPSGLDNMELRSLELSVVEPQPVFEASAAPEVYSSNKDPAPEAPVAEDKCKNLKAKPFRCKPCQYEAESEEQFVHHIRVHSAKKFFVEESAEKQAKARESGASPSEEGEFSKGPIRCDRCGYNTNRYDHYTAHLKHHLRAGDNERVYKCIICTYTTVSEYHWRKHLRNHFPRKVYTCSKCNYFSTEKNNYVQHVRTHTGE.... Result: 0 (no interaction). (2) The miRNA is hsa-miR-4722-5p with sequence GGCAGGAGGGCUGUGCCAGGUUG. The protein sequence of the target gene is MDPGDDWLVESLRLYQDFYAFDLSGATRVLEWIDDKGVFVAGYESLKKNEILHLKLPLRLSVKENKGLFPERDFKVRHGGFSDRSIFDLKHVPHTRLLVTSGLPGCYLQVWQVAEDSDVIKAVSTIAVHEKEESLWPRVAVFSTLAPGVLHGARLRSLQVVDLESRKTTYTSDVSDSEELSSLQVLDADTFAFCCASGRLGLVDTRQKWAPLENRSPGPGSGGERWCAEVGSWGQGPGPSIASLGSDGRLCLLDPRDLCHPVSSVQCPVSVPSPDPELLRVTWAPGLKNCLAISGFDGTV.... Result: 1 (interaction). (3) The miRNA is mmu-miR-290b-5p with sequence GCUUAAAACUAGGCGGCACUUU. The protein sequence of the target gene is MQRRSRGINTGLILLLSQIFHVGINNIPPVTLATLALNIWFFLNPQKPLYSSCLSVEKCYQQKDWQRLLLSPLHHADDWHLYFNMASMLWKGINLERRLGSRWFAYVITAFSVLTGVVYLLLQFAVAEFMDEPDFKRSCAVGFSGVLFALKVLNNHYCPGGFVNILGFPVPNRFACWVELVAIHLFSPGTSFAGHLAGILVGLMYTQGPLKKIMEACAGGFSSSVGYPGRQYYFNSSGSSGYQDYYPHGRPDHYEEAPRNYDTYTAGLSEEEQLERALQASLWDRGNTRNSPPPYGFHLS.... Result: 0 (no interaction). (4) The miRNA is hsa-miR-431-5p with sequence UGUCUUGCAGGCCGUCAUGCA. The protein sequence of the target gene is MWTNFFKLRLFCCLLAVLMVVVLVINVTQVEYLDHETVSATFIDSSGQFVSSQVTGISRNPYCGYDQQTLSSQERMEEDSLLAALHRQVPDVGPVPFVKSTDPSSSYFVILNSAAFFKVGSQLEVLVHVQDFQRKPKKYGGDYLQARIHSLKLQAGAVGRVVDYQNGFYKVFFTLLWPGKVKVSVSLVHPSEGIRVLQRLQEDKPDRVYFKSLFRSGRISETTECNVCLPGNLPLCNFTDLYTGEPWFCFKPKKLPCSSRITHFKGGYLKGLLTAAESAFFQSGVNIKMPVNSSGPDWVT.... Result: 1 (interaction). (5) The miRNA is hsa-miR-204-5p with sequence UUCCCUUUGUCAUCCUAUGCCU. The protein sequence of the target gene is MEKTLETVPLERKKREKEQFRKLFIGGLSFETTEESLRNYYEQWGKLTDCVVMRDPASKRSRGFGFVTFSSMAEVDAAMAARPHSIDGRVVEPKRAVAREESGKPGAHVTVKKLFVGGIKEDTEEHHLRDYFEEYGKIDTIEIITDRQSGKKRGFGFVTFDDHDPVDKIVLQKYHTINGHNAEVRKALSRQEMQEVQSSRSGRGGNFGFGDSRGGGGNFGPGPGSNFRGGSDGYGSGRGFGDGYNGYGGGPGGGNFGGSPGYGGGRGGYGGGGPGYGNQGGGYGGGYDNYGGGNYGSGNY.... Result: 1 (interaction). (6) The miRNA is hsa-miR-6752-5p with sequence GGGGGGUGUGGAGCCAGGGGGC. The protein sequence of the target gene is MAENDVDNELLDYEDDEVETAAGGDGAEAPAKKDVKGSYVSIHSSGFRDFLLKPELLRAIVDCGFEHPSEVQHECIPQAILGMDVLCQAKSGMGKTAVFVLATLQQLEPVTGQVSVLVMCHTRELAFQISKEYERFSKYMPNVKVAVFFGGLSIKKDEEVLKKNCPHIVVGTPGRILALARNKSLNLKHIKHFILDECDKMLEQLDMRRDVQEIFRMTPHEKQVMMFSATLSKEIRPVCRKFMQDPMEIFVDDETKLTLHGLQQYYVKLKDNEKNRKLFDLLDVLEFNQVVIFVKSVQRC.... Result: 1 (interaction). (7) The miRNA is mmu-miR-451a with sequence AAACCGUUACCAUUACUGAGUU. The protein sequence of the target gene is MAASSLTVTLGRLASACSHSILRPSGPGAASLWSASRRFNSQSTSYLPGYVPKTSLSSPPWPEVVLPDPVEETRHHAEVVKKVNEMIVTGQYGRLFAVVHFASRQWKVTSEDLILIGNELDLACGERIRLEKVLLVGADNFTLLGKPLLGKDLVRVEATVIEKTESWPRIIMRFRKRKNFKKKRIVTTPQTVLRINSIEIAPCLL. Result: 0 (no interaction). (8) The miRNA is hsa-miR-92a-1-5p with sequence AGGUUGGGAUCGGUUGCAAUGCU. The protein sequence of the target gene is MAVRKKDGGPNVKYYEAADTVTQFDNVRLWLGKNYKKYIQAEPPTNKSLSSLVVQLLQFQEEVFGKHVSNAPLTKLPIKCFLDFKAGGSLCHILAAAYKFKSDQGWRRYDFQNPSRMDRNVEMFMTIEKSLVQNNCLSRPNIFLCPEIEPKLLGKLKDIVKRHQGTISEDKSNASHVVYPVPGNLEEEEWVRPVMKRDKQVLLHWGYYPDSYDTWIPASEIEASVEDAPTPEKPRKVHAKWILDTDTFNEWMNEEDYEVSDDKSPVSRRKKISAKTLTDEVNSPDSDRRDKKGGNYKKRK.... Result: 0 (no interaction). (9) The miRNA is hsa-miR-374c-5p with sequence AUAAUACAACCUGCUAAGUGCU. The protein sequence of the target gene is MTGSNSHITILTLKVLPHFESLGKQEKIPNKMSAFRNHCPHLDSVGEITKEDLIQKSLGTCQDCKVQGPNLWACLENRCSYVGCGESQVDHSTIHSQETKHYLTVNLTTLRVWCYACSKEVFLDRKLGTQPSLPHVRQPHQIQENSVQDFKIPSNTTLKTPLVAVFDDLDIEADEEDELRARGLTGLKNIGNTCYMNAALQALSNCPPLTQFFLDCGGLARTDKKPAICKSYLKLMTELWHKSRPGSVVPTTLFQGIKTVNPTFRGYSQQDAQEFLRCLMDLLHEELKEQVMEVEEDPQT.... Result: 0 (no interaction). (10) The miRNA is hsa-miR-4741 with sequence CGGGCUGUCCGGAGGGGUCGGCU. The protein sequence of the target gene is MLVMAPRTVLLLLSAALALTETWAGSHSMRYFYTSVSRPGRGEPRFISVGYVDDTQFVRFDSDAASPREEPRAPWIEQEGPEYWDRNTQIYKAQAQTDRESLRNLRGYYNQSEAGSHTLQSMYGCDVGPDGRLLRGHDQYAYDGKDYIALNEDLRSWTAADTAAQITQRKWEAAREAEQRRAYLEGECVEWLRRYLENGKDKLERADPPKTHVTHHPISDHEATLRCWALGFYPAEITLTWQRDGEDQTQDTELVETRPAGDRTFQKWAAVVVPSGEEQRYTCHVQHEGLPKPLTLRWEP.... Result: 1 (interaction).